Dataset: NCI-60 drug combinations with 297,098 pairs across 59 cell lines. Task: Regression. Given two drug SMILES strings and cell line genomic features, predict the synergy score measuring deviation from expected non-interaction effect. (1) Drug 1: CC=C1C(=O)NC(C(=O)OC2CC(=O)NC(C(=O)NC(CSSCCC=C2)C(=O)N1)C(C)C)C(C)C. Drug 2: CCC1(CC2CC(C3=C(CCN(C2)C1)C4=CC=CC=C4N3)(C5=C(C=C6C(=C5)C78CCN9C7C(C=CC9)(C(C(C8N6C)(C(=O)OC)O)OC(=O)C)CC)OC)C(=O)OC)O.OS(=O)(=O)O. Cell line: SNB-75. Synergy scores: CSS=1.90, Synergy_ZIP=-1.26, Synergy_Bliss=1.30, Synergy_Loewe=-3.33, Synergy_HSA=0.630. (2) Synergy scores: CSS=-2.31, Synergy_ZIP=2.65, Synergy_Bliss=2.49, Synergy_Loewe=-1.48, Synergy_HSA=-1.08. Cell line: SF-268. Drug 1: CC(C)(C#N)C1=CC(=CC(=C1)CN2C=NC=N2)C(C)(C)C#N. Drug 2: COC1=C2C(=CC3=C1OC=C3)C=CC(=O)O2. (3) Drug 1: CCCCCOC(=O)NC1=NC(=O)N(C=C1F)C2C(C(C(O2)C)O)O. Drug 2: CC(C)(C#N)C1=CC(=CC(=C1)CN2C=NC=N2)C(C)(C)C#N. Cell line: MALME-3M. Synergy scores: CSS=-1.64, Synergy_ZIP=0.675, Synergy_Bliss=3.08, Synergy_Loewe=-0.105, Synergy_HSA=-0.296. (4) Drug 1: CC1CCCC2(C(O2)CC(NC(=O)CC(C(C(=O)C(C1O)C)(C)C)O)C(=CC3=CSC(=N3)C)C)C. Drug 2: B(C(CC(C)C)NC(=O)C(CC1=CC=CC=C1)NC(=O)C2=NC=CN=C2)(O)O. Cell line: HCT116. Synergy scores: CSS=63.6, Synergy_ZIP=0.753, Synergy_Bliss=0.390, Synergy_Loewe=-4.21, Synergy_HSA=1.13. (5) Drug 1: C1=C(C(=O)NC(=O)N1)N(CCCl)CCCl. Drug 2: CC(C)NC(=O)C1=CC=C(C=C1)CNNC.Cl. Cell line: MDA-MB-231. Synergy scores: CSS=23.6, Synergy_ZIP=4.17, Synergy_Bliss=5.18, Synergy_Loewe=1.21, Synergy_HSA=3.81. (6) Drug 1: CC1CCC2CC(C(=CC=CC=CC(CC(C(=O)C(C(C(=CC(C(=O)CC(OC(=O)C3CCCCN3C(=O)C(=O)C1(O2)O)C(C)CC4CCC(C(C4)OC)OCCO)C)C)O)OC)C)C)C)OC. Drug 2: C(CC(=O)O)C(=O)CN.Cl. Cell line: OVCAR3. Synergy scores: CSS=7.47, Synergy_ZIP=-3.41, Synergy_Bliss=-0.634, Synergy_Loewe=-3.01, Synergy_HSA=-2.65. (7) Drug 1: C1CCN(CC1)CCOC2=CC=C(C=C2)C(=O)C3=C(SC4=C3C=CC(=C4)O)C5=CC=C(C=C5)O. Drug 2: CC1=C2C(C(=O)C3(C(CC4C(C3C(C(C2(C)C)(CC1OC(=O)C(C(C5=CC=CC=C5)NC(=O)OC(C)(C)C)O)O)OC(=O)C6=CC=CC=C6)(CO4)OC(=O)C)O)C)O. Cell line: EKVX. Synergy scores: CSS=36.8, Synergy_ZIP=-2.99, Synergy_Bliss=-1.28, Synergy_Loewe=-59.5, Synergy_HSA=-1.72. (8) Cell line: CCRF-CEM. Drug 2: C1=CC(=CC=C1CC(C(=O)O)N)N(CCCl)CCCl.Cl. Drug 1: CC12CCC(CC1=CCC3C2CCC4(C3CC=C4C5=CN=CC=C5)C)O. Synergy scores: CSS=36.0, Synergy_ZIP=-1.17, Synergy_Bliss=-3.08, Synergy_Loewe=-13.5, Synergy_HSA=-3.84. (9) Drug 1: CN(CCCl)CCCl.Cl. Drug 2: CN(C(=O)NC(C=O)C(C(C(CO)O)O)O)N=O. Cell line: HCT116. Synergy scores: CSS=12.5, Synergy_ZIP=0.119, Synergy_Bliss=-0.252, Synergy_Loewe=-27.3, Synergy_HSA=-1.50.